Predict the reactants needed to synthesize the given product. From a dataset of Full USPTO retrosynthesis dataset with 1.9M reactions from patents (1976-2016). Given the product [F:33][CH:31]([F:32])[O:30][C:8]1[C:7]2[C:12](=[C:13]([F:16])[CH:14]=[CH:15][C:6]=2[O:5][CH2:4][C:3]([OH:34])=[O:2])[N:11]=[C:10]([CH2:17][CH3:18])[C:9]=1[CH2:19][C:20]1[CH:25]=[CH:24][CH:23]=[C:22]([S:26]([CH3:29])(=[O:28])=[O:27])[CH:21]=1, predict the reactants needed to synthesize it. The reactants are: C[O:2][C:3](=[O:34])[CH2:4][O:5][C:6]1[CH:15]=[CH:14][C:13]([F:16])=[C:12]2[C:7]=1[C:8]([O:30][CH:31]([F:33])[F:32])=[C:9]([CH2:19][C:20]1[CH:25]=[CH:24][CH:23]=[C:22]([S:26]([CH3:29])(=[O:28])=[O:27])[CH:21]=1)[C:10]([CH2:17][CH3:18])=[N:11]2.[OH-].[Na+].